This data is from Full USPTO retrosynthesis dataset with 1.9M reactions from patents (1976-2016). The task is: Predict the reactants needed to synthesize the given product. (1) Given the product [Cl:35][C:30]1[CH:31]=[N:32][N:33]([CH3:34])[C:29]=1[CH2:28][N:8]1[C:4]([CH:1]2[CH2:3][CH2:2]2)=[C:5]([CH3:24])[C:6]([C:9]2[N:14]=[C:13]([NH:15][C:16]3[CH:21]=[CH:20][N:19]=[CH:18][CH:17]=3)[C:12]([O:22][CH3:23])=[CH:11][N:10]=2)=[N:7]1, predict the reactants needed to synthesize it. The reactants are: [CH:1]1([C:4]2[NH:8][N:7]=[C:6]([C:9]3[N:14]=[C:13]([NH:15][C:16]4[CH:21]=[CH:20][N:19]=[CH:18][CH:17]=4)[C:12]([O:22][CH3:23])=[CH:11][N:10]=3)[C:5]=2[CH3:24])[CH2:3][CH2:2]1.[H-].[Na+].Br[CH2:28][C:29]1[N:33]([CH3:34])[N:32]=[CH:31][C:30]=1[Cl:35].O. (2) The reactants are: [OH:1][C:2]1[CH:3]=[CH:4][C:5]([O:14][C:15]([CH3:20])([CH3:19])[C:16]([OH:18])=[O:17])=[C:6]([C:8]2[CH:13]=[CH:12][CH:11]=[CH:10][CH:9]=2)[CH:7]=1.[CH3:21][C:22]1[O:26][C:25]([C:27]2[CH:32]=[CH:31][C:30]([C:33]3[CH:38]=[CH:37][CH:36]=[CH:35][CH:34]=3)=[CH:29][CH:28]=2)=[N:24][C:23]=1[CH2:39][CH2:40]OS(C1C=CC(C)=CC=1)(=O)=O. Given the product [C:30]1([C:33]2[CH:34]=[CH:35][CH:36]=[CH:37][CH:38]=2)[CH:31]=[CH:32][C:27]([C:25]2[O:26][C:22]([CH3:21])=[C:23]([CH2:39][CH2:40][O:1][C:2]3[CH:3]=[CH:4][C:5]([O:14][C:15]([CH3:20])([CH3:19])[C:16]([OH:18])=[O:17])=[C:6]([C:8]4[CH:13]=[CH:12][CH:11]=[CH:10][CH:9]=4)[CH:7]=3)[N:24]=2)=[CH:28][CH:29]=1, predict the reactants needed to synthesize it.